From a dataset of Experimentally validated miRNA-target interactions with 360,000+ pairs, plus equal number of negative samples. Binary Classification. Given a miRNA mature sequence and a target amino acid sequence, predict their likelihood of interaction. (1) The miRNA is hsa-miR-4759 with sequence UAGGACUAGAUGUUGGAAUUA. The protein sequence of the target gene is MSDEVFSTTLAYTKSPKVTKRTTFQDELIRAITARSARQRSSEYSDDFDSDEIVSLGDFSDTSADENSVNKKMNDFHISDDEEKNPSKLLFLKTNKSNGNITKDEPVCAIKNEEEMAPDGCEDIVVKSFSESQNKDEEFEKDKIKMKPKPRILSIKSTSSAENNSLDTDDHFKPSPRPRSMLKKKSHMEEKDGLEDKETALSEELELHSAPSSLPTPNGIQLEAEKKAFSENLDPEDSCLTSLASSSLKQILGDSFSPGSEGNASGKDPNEEITENHNSLKSDENKENSFSADHVTTAVE.... Result: 0 (no interaction). (2) The miRNA is mmu-miR-26a-5p with sequence UUCAAGUAAUCCAGGAUAGGCU. The protein sequence of the target gene is MSTNENANLPAARLNRFKNKGKDSTEMRRRRIEVNVELRKAKKDEQMLKRRNVSSFPDDATSPLQENRNNQGTVNWSVEDIVKGINSNNLESQLQATQAARKLLSREKQPPIDNIIRAGLIPKFVSFLGKTDCSPIQFESAWALTNIASGTSEQTKAVVDGGAIPAFISLLASPHAHISEQAVWALGNIAGDGSAFRDLVIKHGAIDPLLALLAVPDLSTLACGYLRNLTWTLSNLCRNKNPAPPLDAVEQILPTLVRLLHHNDPEVLADSCWAISYLTDGPNERIEMVVKKGVVPQLVK.... Result: 1 (interaction). (3) The miRNA is mmu-miR-34b-5p with sequence AGGCAGUGUAAUUAGCUGAUUGU. Result: 1 (interaction). The protein sequence of the target gene is MTDVETTYADFIASGRTGRRNAIHDILVSSASGNSNELALKLAGLDINKTEGEDDGQRSSTEQSGEAQGEAAKSES. (4) The miRNA is hsa-miR-5681a with sequence AGAAAGGGUGGCAAUACCUCUU. The protein sequence of the target gene is MFINIKSILWMCSTLIVTHALHKVKVGKSPPVRGSLSGKVSLPCHFSTMPTLPPSYNTSEFLRIKWSKIEVDKNGKDLKETTVLVAQNGNIKIGQDYKGRVSVPTHPEAVGDASLTVVKLLASDAGLYRCDVMYGIEDTQDTVSLTVDGVVFHYRAATSRYTLNFEAAQKACLDVGAVIATPEQLFAAYEDGFEQCDAGWLADQTVRYPIRAPRVGCYGDKMGKAGVRTYGFRSPQETYDVYCYVDHLDGDVFHLTVPSKFTFEEAAKECENQDARLATVGELQAAWRNGFDQCDYGWLS.... Result: 0 (no interaction). (5) The miRNA is cel-miR-1022-5p with sequence AAGAUCAUUGUUAGGACGCCAUC. The protein sequence of the target gene is MRGLEESGPRPTATPCGCVKPALETGNLLTEPVGYLESCFSAKNGTPRQPSICSYSRACLRIRKRIFNNPEHSLMGLEQFSHVWILFVFHKNGHLSCKAKVQPPRLNGAKTGVFSTRSPHRPNAIGLTLAKLEKVEGGAIYLSGIDMIHGTPVLDIKPYIAEYDSPQNVMEPLADFNLQNNQHTPNTVSQSDSKTDSCDQRQLSGCDEPQPHHSTKRKPKCPEDRTSEENYLTHSDTARIQQAFPMHREIAVDFGLESRRDQSSSVAEEQIGPYCPEKSFSEKGTDKKLERVEGAAVLQG.... Result: 0 (no interaction).